From a dataset of Forward reaction prediction with 1.9M reactions from USPTO patents (1976-2016). Predict the product of the given reaction. (1) Given the reactants C(O[C:6]([N:8]1[CH2:13][CH2:12][CH:11]([CH2:14][O:15][C:16]2[CH:25]=[C:24]3[C:19]([C:20]([NH:26][C:27]4[CH:32]=[CH:31][CH:30]=[C:29]([Cl:33])[CH:28]=4)=[N:21][CH:22]=[N:23]3)=[C:18]([O:34][CH:35]3[CH2:40][CH2:39][N:38]([CH3:41])[CH2:37][CH2:36]3)[CH:17]=2)[CH2:10][CH2:9]1)=O)(C)(C)C.C=O.N, predict the reaction product. The product is: [Cl:33][C:29]1[CH:28]=[C:27]([CH:32]=[CH:31][CH:30]=1)[NH:26][C:20]1[C:19]2[C:24](=[CH:25][C:16]([O:15][CH2:14][CH:11]3[CH2:12][CH2:13][N:8]([CH3:6])[CH2:9][CH2:10]3)=[CH:17][C:18]=2[O:34][CH:35]2[CH2:36][CH2:37][N:38]([CH3:41])[CH2:39][CH2:40]2)[N:23]=[CH:22][N:21]=1. (2) The product is: [Cl:1][C:2]1[CH:3]=[CH:4][C:5]([O:31][CH3:32])=[C:6]([S:8]([NH:11][C:12]2[CH:13]=[C:14]([CH:28]=[CH:29][CH:30]=2)[C:15]([NH:17][C:18]2[CH:19]=[CH:20][C:21]([C:24]3[NH:27][C:33](=[S:34])[O:26][N:25]=3)=[CH:22][CH:23]=2)=[O:16])(=[O:10])=[O:9])[CH:7]=1. Given the reactants [Cl:1][C:2]1[CH:3]=[CH:4][C:5]([O:31][CH3:32])=[C:6]([S:8]([NH:11][C:12]2[CH:13]=[C:14]([CH:28]=[CH:29][CH:30]=2)[C:15]([NH:17][C:18]2[CH:23]=[CH:22][C:21]([C:24](=[NH:27])[NH:25][OH:26])=[CH:20][CH:19]=2)=[O:16])(=[O:10])=[O:9])[CH:7]=1.[C:33](N1C=CN=C1)(N1C=CN=C1)=[S:34].N12CCCC1=NCCC2, predict the reaction product. (3) Given the reactants [NH2:1][C:2]1[CH:9]=[CH:8][C:5]([C:6]#[N:7])=[CH:4][CH:3]=1.P(=O)(O)(O)O.[N+]([O-])(O)=O.[N:19]([O-])=O.[Na+].[CH3:23][C:24](=[O:29])[CH2:25][C:26](=[O:28])[CH3:27].C([O-])(=O)C.[K+].C([O-])([O-])=O.[Na+].[Na+], predict the reaction product. The product is: [C:26]([C:25](=[N:19][NH:1][C:2]1[CH:9]=[CH:8][C:5]([C:6]#[N:7])=[CH:4][CH:3]=1)[C:24](=[O:29])[CH3:23])(=[O:28])[CH3:27]. (4) Given the reactants [Br:1][C:2]1[CH:14]=[C:13]([C:15]([CH3:18])([CH3:17])[CH3:16])[CH:12]=[CH:11][C:3]=1[CH2:4][CH:5]([CH2:9][CH3:10])[C:6](Cl)=[O:7].[Al+3].[Cl-].[Cl-].[Cl-], predict the reaction product. The product is: [Br:1][C:2]1[CH:14]=[C:13]([C:15]([CH3:18])([CH3:17])[CH3:16])[CH:12]=[C:11]2[C:3]=1[CH2:4][CH:5]([CH2:9][CH3:10])[C:6]2=[O:7]. (5) Given the reactants Cl.[NH2:2][C@@H:3]([CH2:24][CH:25]1[CH2:30][CH2:29][CH2:28][CH2:27][CH2:26]1)[C:4]([NH:6][C@H:7]1[CH2:13][CH2:12][CH2:11][N:10]([S:14]([C:17]2[CH:22]=[CH:21][CH:20]=[CH:19][N:18]=2)(=[O:16])=[O:15])[CH2:9][C@@H:8]1[OH:23])=[O:5].[CH3:31][C:32]1[C:36]([C:37](O)=[O:38])=[CH:35][O:34][N:33]=1.CC(OI1(OC(C)=O)(OC(C)=O)OC(=O)C2C=CC=CC1=2)=O, predict the reaction product. The product is: [CH:25]1([CH2:24][C@H:3]([NH:2][C:37]([C:36]2[C:32]([CH3:31])=[N:33][O:34][CH:35]=2)=[O:38])[C:4](=[O:5])[NH:6][C@H:7]2[CH2:13][CH2:12][CH2:11][N:10]([S:14]([C:17]3[CH:22]=[CH:21][CH:20]=[CH:19][N:18]=3)(=[O:15])=[O:16])[CH2:9][C:8]2=[O:23])[CH2:30][CH2:29][CH2:28][CH2:27][CH2:26]1. (6) Given the reactants C[Si]([N-][Si](C)(C)C)(C)C.[Na+].[O:11]=[C:12]1[NH:16][C@@H:15]([CH2:17][C:18]([O:20][CH2:21][C:22]2[CH:27]=[CH:26][CH:25]=[CH:24][CH:23]=2)=[O:19])[CH2:14][O:13]1.I[CH3:29], predict the reaction product. The product is: [O:11]=[C:12]1[NH:16][C@@H:15]([C@@H:17]([CH3:29])[C:18]([O:20][CH2:21][C:22]2[CH:27]=[CH:26][CH:25]=[CH:24][CH:23]=2)=[O:19])[CH2:14][O:13]1.